From a dataset of Peptide-MHC class I binding affinity with 185,985 pairs from IEDB/IMGT. Regression. Given a peptide amino acid sequence and an MHC pseudo amino acid sequence, predict their binding affinity value. This is MHC class I binding data. The peptide sequence is PEANMDQESF. The MHC is HLA-B44:02 with pseudo-sequence HLA-B44:02. The binding affinity (normalized) is 0.175.